Dataset: Catalyst prediction with 721,799 reactions and 888 catalyst types from USPTO. Task: Predict which catalyst facilitates the given reaction. (1) Reactant: C[Si]([N-][Si](C)(C)C)(C)C.[Li+].[CH3:11][C:12]1[CH:17]=[CH:16][N:15]=[CH:14][N:13]=1.[O:18]1[CH:22]=[CH:21][CH:20]=[C:19]1[C:23](OCC)=[O:24].CCCCCC. Product: [O:18]1[CH:22]=[CH:21][CH:20]=[C:19]1[C:23](=[O:24])[CH2:11][C:12]1[CH:17]=[CH:16][N:15]=[CH:14][N:13]=1. The catalyst class is: 7. (2) Reactant: [CH:1]([C:4]1[CH:9]=[C:8]([N:10]2[CH2:15][CH2:14][O:13][CH2:12][CH2:11]2)[CH:7]=[C:6]([CH:16]([CH3:18])[CH3:17])[C:5]=1[NH2:19])([CH3:3])[CH3:2].N1C=CC=CC=1.[CH:26]1([CH2:31][C:32](Cl)=[O:33])[CH2:30][CH2:29][CH2:28][CH2:27]1. Product: [CH:26]1([CH2:31][C:32]([NH:19][C:5]2[C:6]([CH:16]([CH3:18])[CH3:17])=[CH:7][C:8]([N:10]3[CH2:11][CH2:12][O:13][CH2:14][CH2:15]3)=[CH:9][C:4]=2[CH:1]([CH3:3])[CH3:2])=[O:33])[CH2:30][CH2:29][CH2:28][CH2:27]1. The catalyst class is: 54. (3) Reactant: [CH:1]1[N:5]=[CH:4][N:3]([C:6](N2C=NC=C2)=[O:7])[CH:2]=1.[CH3:13][C:14]1[CH:19]=[CH:18][C:17]([NH:20][C:21](=[O:35])[C:22]2[CH:27]=[CH:26][C:25]([CH2:28][N:29]3[CH2:34][CH2:33][NH:32][CH2:31][CH2:30]3)=[CH:24][CH:23]=2)=[CH:16][C:15]=1[NH:36][C:37]1[N:42]=[C:41]([C:43]2[CH:44]=[N:45][CH:46]=[CH:47][CH:48]=2)[CH:40]=[CH:39][N:38]=1. Product: [N:3]1([C:6]([N:32]2[CH2:31][CH2:30][N:29]([CH2:28][C:25]3[CH:24]=[CH:23][C:22]([C:21]([NH:20][C:17]4[CH:18]=[CH:19][C:14]([CH3:13])=[C:15]([NH:36][C:37]5[N:42]=[C:41]([C:43]6[CH:44]=[N:45][CH:46]=[CH:47][CH:48]=6)[CH:40]=[CH:39][N:38]=5)[CH:16]=4)=[O:35])=[CH:27][CH:26]=3)[CH2:34][CH2:33]2)=[O:7])[CH:2]=[CH:1][N:5]=[CH:4]1. The catalyst class is: 6. (4) Reactant: [CH3:1]N(C)C=O.[C:6]([O:10][C:11]([N:13]1[CH2:18][CH2:17][CH:16]([CH2:19][CH2:20][C:21]([OH:23])=[O:22])[CH2:15][CH2:14]1)=[O:12])([CH3:9])([CH3:8])[CH3:7].C(=O)([O-])[O-].[K+].[K+].IC. Product: [CH3:1][O:22][C:21](=[O:23])[CH2:20][CH2:19][CH:16]1[CH2:17][CH2:18][N:13]([C:11]([O:10][C:6]([CH3:9])([CH3:7])[CH3:8])=[O:12])[CH2:14][CH2:15]1. The catalyst class is: 13. (5) Reactant: Cl[C:2]1[CH:11]=[C:10]([F:12])[CH:9]=[CH:8][C:3]=1[C:4]([O:6][CH3:7])=[O:5].[C-:13]#[N:14].[C-]#N.[Na+].C(OCC)(=O)C. The catalyst class is: 6. Product: [C:13]([C:2]1[CH:11]=[C:10]([F:12])[CH:9]=[CH:8][C:3]=1[C:4]([O:6][CH3:7])=[O:5])#[N:14]. (6) Reactant: C1C=CC2N([OH:10])N=NC=2C=1.O=C([N:17]1[CH2:22][CH2:21][N:20]([C:23](=[O:34])[C:24]2[CH:29]=[CH:28][CH:27]=[CH:26][C:25]=2[C:30]([F:33])([F:32])[F:31])[CH2:19][CH2:18]1)CC(O)=O.CCN=C=NC[CH2:41][CH2:42]N(C)C.Cl.[C:47]1([C:54]2[CH:59]=[CH:58][CH:57]=[CH:56][CH:55]=2)[CH:52]=[CH:51][CH:50]=[C:49]([NH2:53])[CH:48]=1.CN([CH:63]=[O:64])C. Product: [C:47]1([C:54]2[CH:55]=[CH:56][CH:57]=[CH:58][CH:59]=2)[CH:52]=[CH:51][CH:50]=[C:49]([NH:53][C:63](=[O:64])[CH:41]([N:17]2[CH2:18][CH2:19][N:20]([C:23](=[O:34])[C:24]3[CH:29]=[CH:28][CH:27]=[CH:26][C:25]=3[C:30]([F:33])([F:31])[F:32])[CH2:21][CH2:22]2)[CH:42]=[O:10])[CH:48]=1. The catalyst class is: 850. (7) Reactant: [CH2:1]([O:3][C:4](=[O:23])[CH:5]([C:16]1[CH:21]=[CH:20][C:19](Br)=[CH:18][CH:17]=1)[CH2:6][CH2:7][O:8][Si:9]([C:12]([CH3:15])([CH3:14])[CH3:13])([CH3:11])[CH3:10])[CH3:2].[C:24]([O:28][C:29](=[O:42])[NH:30][C:31]1[CH:36]=[CH:35][CH:34]=[CH:33][C:32]=1[NH:37][C:38](=[O:41])[CH:39]=[CH2:40])([CH3:27])([CH3:26])[CH3:25].C1(C)C=CC=CC=1P(C1C=CC=CC=1C)C1C=CC=CC=1C.C(N(CC)CC)C.[NH4+].[Cl-]. Product: [CH2:1]([O:3][C:4](=[O:23])[CH:5]([C:16]1[CH:21]=[CH:20][C:19]([CH:40]=[CH:39][C:38](=[O:41])[NH:37][C:32]2[CH:33]=[CH:34][CH:35]=[CH:36][C:31]=2[NH:30][C:29]([O:28][C:24]([CH3:27])([CH3:26])[CH3:25])=[O:42])=[CH:18][CH:17]=1)[CH2:6][CH2:7][O:8][Si:9]([C:12]([CH3:15])([CH3:14])[CH3:13])([CH3:11])[CH3:10])[CH3:2]. The catalyst class is: 533.